This data is from Forward reaction prediction with 1.9M reactions from USPTO patents (1976-2016). The task is: Predict the product of the given reaction. (1) Given the reactants [Cl:1][C:2]1[CH:7]=[C:6]([N:8]=[C:9]=[S:10])[CH:5]=[C:4]([C:11]([F:14])([F:13])[F:12])[C:3]=1[C:15]1[CH:25]=[CH:24][C:18]2[O:19][CH2:20][C:21](=[O:23])[NH:22][C:17]=2[CH:16]=1.[N:26]#[C:27][NH2:28].[Na].[CH3:30]O.CI, predict the reaction product. The product is: [Cl:1][C:2]1[CH:7]=[C:6]([NH:8][CH:9]([S:10][CH3:30])[NH:26][C:27]#[N:28])[CH:5]=[C:4]([C:11]([F:14])([F:12])[F:13])[C:3]=1[C:15]1[CH:25]=[CH:24][C:18]2[O:19][CH2:20][C:21](=[O:23])[NH:22][C:17]=2[CH:16]=1. (2) Given the reactants C1COCC1.C(O)C.[CH3:9][C:10]1[CH:15]=[CH:14][C:13]([N+:16]([O-])=O)=[CH:12][C:11]=1[CH2:19][C:20]([O:22][CH2:23][C:24]1[CH:29]=[CH:28][CH:27]=[CH:26][CH:25]=1)=[O:21].[Cl-].[NH4+], predict the reaction product. The product is: [NH2:16][C:13]1[CH:14]=[CH:15][C:10]([CH3:9])=[C:11]([CH2:19][C:20]([O:22][CH2:23][C:24]2[CH:25]=[CH:26][CH:27]=[CH:28][CH:29]=2)=[O:21])[CH:12]=1. (3) Given the reactants [F:1][C:2]1[CH:7]=[CH:6][C:5]([O:8][CH3:9])=[CH:4][C:3]=1[C:10]1[N:14]([S:15]([C:18]2[CH:19]=[N:20][CH:21]=[CH:22][CH:23]=2)(=[O:17])=[O:16])[CH:13]=[C:12]([CH2:24][N:25](C)[C:26](=O)[O:27][C:28]([CH3:31])(C)C)[CH:11]=1.[C:34]([O:37]CC)(=[O:36])[CH3:35].Cl.C([OH:43])C, predict the reaction product. The product is: [C:28]([OH:43])(=[O:27])/[CH:31]=[CH:35]/[C:34]([OH:37])=[O:36].[F:1][C:2]1[CH:7]=[CH:6][C:5]([O:8][CH3:9])=[CH:4][C:3]=1[C:10]1[N:14]([S:15]([C:18]2[CH:19]=[N:20][CH:21]=[CH:22][CH:23]=2)(=[O:17])=[O:16])[CH:13]=[C:12]([CH2:24][NH:25][CH3:26])[CH:11]=1. (4) Given the reactants C1C([N+]([O-])=O)=CC=C([O:10][C@@H:11]2[O:16][C@H:15]([CH2:17][OH:18])[C@@H:14]([OH:19])[C@H:13]([OH:20])[C@H:12]2[OH:21])C=1.C(O)[C@H]1O[C@@H](O[C@H]2[C@H](O)[C@@H](O)[C@H](O)O[C@@H]2CO)[C@H](O)[C@@H](O)[C@@H]1O.[OH-].[Na+], predict the reaction product. The product is: [O:10]=[CH:11][C@@H:12]([C@H:13]([C@@H:14]([C@@H:15]([CH2:17][OH:18])[OH:16])[OH:19])[OH:20])[OH:21].